This data is from Full USPTO retrosynthesis dataset with 1.9M reactions from patents (1976-2016). The task is: Predict the reactants needed to synthesize the given product. (1) Given the product [O:17]1[C:14]2[CH:15]=[CH:16][C:11]([C:2]3[CH:3]=[C:4]([OH:9])[CH:5]=[C:6]([C:24]4[CH:25]=[CH:26][S:22][CH:23]=4)[CH:7]=3)=[CH:12][C:13]=2[O:19][CH2:18]1, predict the reactants needed to synthesize it. The reactants are: Br[C:2]1[CH:3]=[C:4]([OH:9])[CH:5]=[C:6](Br)[CH:7]=1.B(O)(O)[C:11]1[CH:16]=[CH:15][C:14]2[O:17][CH2:18][O:19][C:13]=2[CH:12]=1.[S:22]1[CH:26]=[CH:25][C:24](B(O)O)=[CH:23]1.C(=O)([O-])[O-].[Cs+].[Cs+]. (2) Given the product [Br:15][CH2:9][C:8]([C:5]1[CH:6]=[N:7][C:2]([Br:1])=[CH:3][CH:4]=1)=[O:10], predict the reactants needed to synthesize it. The reactants are: [Br:1][C:2]1[N:7]=[CH:6][C:5]([C:8](=[O:10])[CH3:9])=[CH:4][CH:3]=1.[Al+3].[Cl-].[Cl-].[Cl-].[Br:15]Br. (3) Given the product [C:28]([P:27]([C:32]([CH3:35])([CH3:34])[CH3:33])[C:1]1[CH:5]=[CH:39][CH:38]=[CH:3][C:2]=1[C:11]1[C:12]([CH3:13])=[CH:7][C:8]([CH3:25])=[C:9]([C:15]2[CH:20]=[CH:19][C:18]([C:21]([F:24])([F:23])[F:22])=[CH:17][CH:16]=2)[C:10]=1[CH3:14])([CH3:31])([CH3:30])[CH3:29], predict the reactants needed to synthesize it. The reactants are: [CH2:1]1[CH2:5]O[CH2:3][CH2:2]1.Br[C:7]1[C:8]([CH3:25])=[C:9]([C:15]2[CH:20]=[CH:19][C:18]([C:21]([F:24])([F:23])[F:22])=[CH:17][CH:16]=2)[C:10]([CH3:14])=[CH:11][C:12]=1[CH3:13].Cl[P:27]([C:32]([CH3:35])([CH3:34])[CH3:33])[C:28]([CH3:31])([CH3:30])[CH3:29].[NH4+].[OH-].[C:38](OCC)(=O)[CH3:39]. (4) Given the product [CH2:16]([N:23]1[CH:27]=[C:26]([C:2]2[C:11]3[C:6](=[CH:7][C:8]([CH2:14][CH3:15])=[C:9]([O:12][CH3:13])[CH:10]=3)[N:5]=[N:4][CH:3]=2)[CH:25]=[N:24]1)[C:17]1[CH:22]=[CH:21][CH:20]=[CH:19][CH:18]=1, predict the reactants needed to synthesize it. The reactants are: Br[C:2]1[C:11]2[C:6](=[CH:7][C:8]([CH2:14][CH3:15])=[C:9]([O:12][CH3:13])[CH:10]=2)[N:5]=[N:4][CH:3]=1.[CH2:16]([N:23]1[CH:27]=[C:26](B(O)O)[CH:25]=[N:24]1)[C:17]1[CH:22]=[CH:21][CH:20]=[CH:19][CH:18]=1.C(=O)([O-])[O-].[Na+].[Na+].COCCOC.O.C(O)C. (5) Given the product [C:33]([C:32]1[C:21]([N:18]2[CH2:17][CH2:16][CH:15]([C:13]([OH:14])=[O:12])[CH2:20][CH2:19]2)=[N:22][C:23]([C:35]#[N:36])=[C:24]([C:25]([O:27][CH:28]([CH3:30])[CH3:29])=[O:26])[CH:31]=1)#[N:34], predict the reactants needed to synthesize it. The reactants are: C(O)(C(F)(F)F)=O.C([O:12][C:13]([CH:15]1[CH2:20][CH2:19][N:18]([C:21]2[C:32]([C:33]#[N:34])=[CH:31][C:24]([C:25]([O:27][CH:28]([CH3:30])[CH3:29])=[O:26])=[C:23]([C:35]#[N:36])[N:22]=2)[CH2:17][CH2:16]1)=[O:14])(C)(C)C. (6) Given the product [CH:1]1([C:7]2[CH:8]=[C:9]([CH:14]3[C:23]([CH3:25])([CH3:24])[CH2:22][C:21]4[C:16](=[CH:17][CH:18]=[C:19]([C:26]([NH:35][S:32]([CH:29]5[CH2:31][CH2:30]5)(=[O:34])=[O:33])=[O:27])[CH:20]=4)[NH:15]3)[CH:10]=[C:11]([F:13])[CH:12]=2)[CH2:6][CH2:5][CH2:4][CH2:3][CH2:2]1, predict the reactants needed to synthesize it. The reactants are: [CH:1]1([C:7]2[CH:8]=[C:9]([CH:14]3[C:23]([CH3:25])([CH3:24])[CH2:22][C:21]4[C:16](=[CH:17][CH:18]=[C:19]([C:26](O)=[O:27])[CH:20]=4)[NH:15]3)[CH:10]=[C:11]([F:13])[CH:12]=2)[CH2:6][CH2:5][CH2:4][CH2:3][CH2:2]1.[CH:29]1([S:32]([NH2:35])(=[O:34])=[O:33])[CH2:31][CH2:30]1.